Task: Regression/Classification. Given a drug SMILES string, predict its absorption, distribution, metabolism, or excretion properties. Task type varies by dataset: regression for continuous measurements (e.g., permeability, clearance, half-life) or binary classification for categorical outcomes (e.g., BBB penetration, CYP inhibition). Dataset: pgp_broccatelli.. Dataset: P-glycoprotein inhibition data for predicting drug efflux from Broccatelli et al. (1) The compound is CNc1ccc(-c2nc(-c3ccc(/C=C/C(=O)OC)cc3)[nH]c2-c2ccc(NC)cc2)cc1. The result is 1 (inhibitor). (2) The compound is Cc1ccccc1N1CCN(C[C@H](O)Cn2c(C)c(C(=O)CCc3ccccc3)c(=O)n2-c2ccccc2)CC1. The result is 1 (inhibitor). (3) The molecule is Cc1c(O)cccc1C(=O)N[C@@H](CSc1ccccc1)[C@H](O)CN1C[C@H]2CCCC[C@H]2C[C@H]1C(=O)NC(C)(C)C. The result is 1 (inhibitor). (4) The drug is O=C(Cc1ccccc1)OCCN1CCN(CCOC(=O)Cc2ccccc2)CC1. The result is 0 (non-inhibitor). (5) The compound is COc1ccc(-c2cc(=O)c3c(OC)c(OC)c(OC)c(OC)c3o2)cc1OC. The result is 1 (inhibitor).